From a dataset of Peptide-MHC class II binding affinity with 134,281 pairs from IEDB. Regression. Given a peptide amino acid sequence and an MHC pseudo amino acid sequence, predict their binding affinity value. This is MHC class II binding data. (1) The peptide sequence is NASHCNEMSWIQSIP. The MHC is HLA-DPA10201-DPB10101 with pseudo-sequence HLA-DPA10201-DPB10101. The binding affinity (normalized) is 0.265. (2) The peptide sequence is QAGGKLCPNNLCCSQ. The MHC is DRB3_0101 with pseudo-sequence DRB3_0101. The binding affinity (normalized) is 0.170. (3) The peptide sequence is TMKNKAWMVHRQWFF. The MHC is DRB1_0701 with pseudo-sequence DRB1_0701. The binding affinity (normalized) is 0.964. (4) The peptide sequence is EKKYFAATRFEPLAA. The MHC is HLA-DQA10501-DQB10301 with pseudo-sequence HLA-DQA10501-DQB10301. The binding affinity (normalized) is 0.312. (5) The peptide sequence is KKSKVFRKVSFEELF. The MHC is DRB1_0101 with pseudo-sequence DRB1_0101. The binding affinity (normalized) is 0.308. (6) The peptide sequence is KLNNQFGSVPALTIA. The MHC is DRB1_0701 with pseudo-sequence DRB1_0701. The binding affinity (normalized) is 1.00. (7) The peptide sequence is LPIGTRSVETDKGPL. The MHC is DRB1_0301 with pseudo-sequence DRB1_0301. The binding affinity (normalized) is 0.341. (8) The MHC is DRB1_0101 with pseudo-sequence DRB1_0101. The binding affinity (normalized) is 0. The peptide sequence is CPDVMSAGESKHGLTNTA. (9) The MHC is HLA-DQA10102-DQB10502 with pseudo-sequence HLA-DQA10102-DQB10502. The binding affinity (normalized) is 0.397. The peptide sequence is TTAAGAASGAATVAA.